This data is from Forward reaction prediction with 1.9M reactions from USPTO patents (1976-2016). The task is: Predict the product of the given reaction. Given the reactants C(O)(C(F)(F)F)=O.[Cl:8][C:9]1[CH:28]=[CH:27][C:12]([CH2:13][CH:14]([CH2:19][C:20]([O:22]C(C)(C)C)=[O:21])[C:15]([O:17][CH3:18])=[O:16])=[CH:11][CH:10]=1, predict the reaction product. The product is: [Cl:8][C:9]1[CH:10]=[CH:11][C:12]([CH2:13][CH:14]([C:15]([O:17][CH3:18])=[O:16])[CH2:19][C:20]([OH:22])=[O:21])=[CH:27][CH:28]=1.